Dataset: Full USPTO retrosynthesis dataset with 1.9M reactions from patents (1976-2016). Task: Predict the reactants needed to synthesize the given product. (1) Given the product [Cl:1][C:2]1[C:3]2[N:13]=[CH:22][NH:10][C:4]=2[CH:5]=[C:6]([Cl:9])[C:7]=1[Cl:8], predict the reactants needed to synthesize it. The reactants are: [Cl:1][C:2]1[C:7]([Cl:8])=[C:6]([Cl:9])[CH:5]=[C:4]([N+:10]([O-])=O)[C:3]=1[NH2:13].S(S([O-])=O)([O-])=O.[Na+].[Na+].[CH:22](OC)(OC)OC.CN(C=O)C. (2) Given the product [C:7]1([C:32]2[CH:37]=[CH:36][CH:35]=[CH:34][CH:33]=2)[CH:12]=[CH:11][C:10]([CH:13]([NH:16][C:17]([N:19]2[CH2:24][C:23](=[O:25])[NH:22][C:21]3[CH:26]=[CH:27][CH:28]=[N:29][C:20]2=3)=[O:18])[CH2:14][CH3:15])=[CH:9][CH:8]=1, predict the reactants needed to synthesize it. The reactants are: FC(F)(F)S(O[C:7]1[CH:12]=[CH:11][C:10]([CH:13]([NH:16][C:17]([N:19]2[CH2:24][C:23](=[O:25])[NH:22][C:21]3[CH:26]=[CH:27][CH:28]=[N:29][C:20]2=3)=[O:18])[CH2:14][CH3:15])=[CH:9][CH:8]=1)(=O)=O.[C:32]1(B(O)O)[CH:37]=[CH:36][CH:35]=[CH:34][CH:33]=1.C(=O)([O-])[O-].[K+].[K+]. (3) The reactants are: [C:1]([O:5][C:6]([N:8]1[CH2:11][CH2:10][C@H:9]1[CH2:12][O:13][C:14]1[CH:15]=[N:16][CH:17]=[C:18]([Sn](C)(C)C)[CH:19]=1)=[O:7])([CH3:4])([CH3:3])[CH3:2].I[C:25]1[CH:30]=[CH:29][CH:28]=[CH:27][C:26]=1[CH2:31][CH2:32][CH2:33][OH:34].[F-].[Cs+].N#N. Given the product [C:1]([O:5][C:6]([N:8]1[CH2:11][CH2:10][C@H:9]1[CH2:12][O:13][C:14]1[CH:19]=[C:18]([C:25]2[CH:30]=[CH:29][CH:28]=[CH:27][C:26]=2[CH2:31][CH2:32][CH2:33][OH:34])[CH:17]=[N:16][CH:15]=1)=[O:7])([CH3:4])([CH3:3])[CH3:2], predict the reactants needed to synthesize it. (4) The reactants are: O[CH2:2][C:3]1[CH:4]=[CH:5][C:6]([CH3:35])=[C:7]([NH:9][C:10](=[O:34])[C:11]2[CH:16]=[CH:15][C:14]([NH:17][C:18]3[N:27]=[C:26]([C:28]4[CH:33]=[CH:32][CH:31]=[CH:30][CH:29]=4)[C:25]4[C:20](=[CH:21][CH:22]=[CH:23][CH:24]=4)[N:19]=3)=[CH:13][CH:12]=2)[CH:8]=1.S(Cl)([Cl:38])=O. Given the product [Cl:38][CH2:2][C:3]1[CH:4]=[CH:5][C:6]([CH3:35])=[C:7]([NH:9][C:10](=[O:34])[C:11]2[CH:16]=[CH:15][C:14]([NH:17][C:18]3[N:27]=[C:26]([C:28]4[CH:33]=[CH:32][CH:31]=[CH:30][CH:29]=4)[C:25]4[C:20](=[CH:21][CH:22]=[CH:23][CH:24]=4)[N:19]=3)=[CH:13][CH:12]=2)[CH:8]=1, predict the reactants needed to synthesize it. (5) Given the product [CH2:34]([S:33][C:17]1[N:18]([C:21]2[CH:26]=[CH:25][C:24]([O:27][CH2:28][C:29]([F:31])([F:32])[F:30])=[CH:23][CH:22]=2)[C:19](=[O:20])[C:14]2[CH:13]=[CH:12][N:11]([CH2:10][CH2:9][OH:8])[C:15]=2[N:16]=1)[CH3:35], predict the reactants needed to synthesize it. The reactants are: [Si]([O:8][CH2:9][CH2:10][N:11]1[C:15]2[N:16]=[C:17]([S:33][CH2:34][CH3:35])[N:18]([C:21]3[CH:26]=[CH:25][C:24]([O:27][CH2:28][C:29]([F:32])([F:31])[F:30])=[CH:23][CH:22]=3)[C:19](=[O:20])[C:14]=2[CH:13]=[CH:12]1)(C(C)(C)C)(C)C.[F-].C([N+](CCCC)(CCCC)CCCC)CCC.O1CCCC1. (6) Given the product [CH2:1]([NH:8][C:9]1[N:10]=[C:11]2[C:20]3[C:15](=[N:16][NH:17][C:18]=3[N:19]=1)[CH2:14][CH2:13][NH:12]2)[C:2]1[CH:3]=[CH:4][CH:5]=[CH:6][CH:7]=1, predict the reactants needed to synthesize it. The reactants are: [CH2:1]([NH:8][C:9]1[N:10]=[C:11]2[C:20]3[C:15](=[N:16][NH:17][C:18]=3[N:19]=1)[CH2:14][CH2:13][N:12]2CC1C=CC(OC)=CC=1)[C:2]1[CH:7]=[CH:6][CH:5]=[CH:4][CH:3]=1.FC(F)(F)C(O)=O.